This data is from Full USPTO retrosynthesis dataset with 1.9M reactions from patents (1976-2016). The task is: Predict the reactants needed to synthesize the given product. (1) Given the product [Cl:1][C:2]1[N:7]=[C:6]([NH:22][C@@H:17]2[CH2:18][CH2:19][CH2:20][CH2:21][C@H:16]2[NH2:23])[C:5]([Cl:9])=[CH:4][N:3]=1, predict the reactants needed to synthesize it. The reactants are: [Cl:1][C:2]1[N:7]=[C:6](Cl)[C:5]([Cl:9])=[CH:4][N:3]=1.C([O-])([O-])=O.[K+].[K+].[C@@H:16]1([NH2:23])[CH2:21][CH2:20][CH2:19][CH2:18][C@H:17]1[NH2:22]. (2) Given the product [OH:28][C:27]1([C:2]2[CH:7]=[CH:6][C:5]([CH:8]([CH3:10])[CH3:9])=[CH:4][CH:3]=2)[C:26]2[CH:29]=[C:30]([NH:35][C:36](=[O:42])[O:37][C:38]([CH3:41])([CH3:40])[CH3:39])[C:31]([CH3:34])=[C:32]([CH3:33])[C:25]=2[O:24][C:23]1([CH3:43])[CH3:22], predict the reactants needed to synthesize it. The reactants are: Br[C:2]1[CH:7]=[CH:6][C:5]([CH:8]([CH3:10])[CH3:9])=[CH:4][CH:3]=1.C([Li])CCC.CCCCCC.[CH3:22][C:23]1([CH3:43])[C:27](=[O:28])[C:26]2[CH:29]=[C:30]([NH:35][C:36](=[O:42])[O:37][C:38]([CH3:41])([CH3:40])[CH3:39])[C:31]([CH3:34])=[C:32]([CH3:33])[C:25]=2[O:24]1. (3) Given the product [C:2]1([CH:1]([OH:8])[C:9]#[CH:10])[CH:7]=[CH:6][CH:5]=[CH:4][CH:3]=1, predict the reactants needed to synthesize it. The reactants are: [CH:1](=[O:8])[C:2]1[CH:7]=[CH:6][CH:5]=[CH:4][CH:3]=1.[C:9]([Mg]Br)#[CH:10].[Cl-].[NH4+].